Dataset: Catalyst prediction with 721,799 reactions and 888 catalyst types from USPTO. Task: Predict which catalyst facilitates the given reaction. (1) Reactant: [F:1][C:2]1[CH:3]=[C:4]([CH:32]=[CH:33][CH:34]=1)[CH2:5][N:6]1[C:14]2[C:9](=[CH:10][C:11]([NH:15][C:16]3[C:21]4=[C:22]([CH2:25][N:26]5[CH2:31][CH2:30][S:29][CH2:28][CH2:27]5)[CH:23]=[CH:24][N:20]4[N:19]=[CH:18][N:17]=3)=[CH:12][CH:13]=2)[CH:8]=[N:7]1.ClC1C=CC=C(C(OO)=[O:43])C=1. Product: [F:1][C:2]1[CH:3]=[C:4]([CH:32]=[CH:33][CH:34]=1)[CH2:5][N:6]1[C:14]2[C:9](=[CH:10][C:11]([NH:15][C:16]3[C:21]4=[C:22]([CH2:25][N:26]5[CH2:27][CH2:28][S:29](=[O:43])[CH2:30][CH2:31]5)[CH:23]=[CH:24][N:20]4[N:19]=[CH:18][N:17]=3)=[CH:12][CH:13]=2)[CH:8]=[N:7]1. The catalyst class is: 22. (2) Reactant: [C:1]([C:4]1[C:5]([NH:25][C:26]2[CH:31]=[CH:30][C:29]([CH2:32][C:33]([O:35][CH3:36])=[O:34])=[CH:28][CH:27]=2)=[N:6][N:7](C2(CC#N)CCN(C(OC(C)(C)C)=O)CC2)[CH:8]=1)(=[O:3])[NH2:2].CC([O-])(C)C.[K+]. Product: [C:1]([C:4]1[C:5]([NH:25][C:26]2[CH:27]=[CH:28][C:29]([CH2:32][C:33]([O:35][CH3:36])=[O:34])=[CH:30][CH:31]=2)=[N:6][NH:7][CH:8]=1)(=[O:3])[NH2:2]. The catalyst class is: 598. (3) Reactant: [OH-].C([N+](CCCC)(CCCC)CCCC)CCC.[CH:19]1([C:25]2[C:26]3[CH:27]=[CH:28][C:29]([C:47]([O:49][CH3:50])=[O:48])=[CH:30][C:31]=3[N:32]3[CH2:38][C:37]([C:39]([O:41]C)=[O:40])=[CH:36][C:35]4[CH:43]=[CH:44][CH:45]=[CH:46][C:34]=4[C:33]=23)[CH2:24][CH2:23][CH2:22][CH2:21][CH2:20]1. Product: [CH:19]1([C:25]2[C:26]3[CH:27]=[CH:28][C:29]([C:47]([O:49][CH3:50])=[O:48])=[CH:30][C:31]=3[N:32]3[CH2:38][C:37]([C:39]([OH:41])=[O:40])=[CH:36][C:35]4[CH:43]=[CH:44][CH:45]=[CH:46][C:34]=4[C:33]=23)[CH2:20][CH2:21][CH2:22][CH2:23][CH2:24]1. The catalyst class is: 1. (4) Reactant: [H-].[Na+].CI.C(O[C:10]([NH:12][CH2:13][C:14]1[CH:23]=[CH:22][C:17]([C:18]([O:20][CH3:21])=[O:19])=[CH:16][CH:15]=1)=O)(C)(C)C. Product: [CH3:10][NH:12][CH2:13][C:14]1[CH:23]=[CH:22][C:17]([C:18]([O:20][CH3:21])=[O:19])=[CH:16][CH:15]=1. The catalyst class is: 1. (5) Reactant: [C:1](=[O:8])([O:3][C:4]([CH3:7])([CH3:6])[CH3:5])[NH2:2].[Na+].[C:10]1([S:16]([O-:18])=[O:17])[CH:15]=[CH:14][CH:13]=[CH:12][CH:11]=1.[Cl:19][C:20]1[CH:27]=[CH:26][CH:25]=[CH:24][C:21]=1[CH:22]=O.C(O)=O. Product: [Cl:19][C:20]1[CH:27]=[CH:26][CH:25]=[CH:24][C:21]=1[CH:22]([NH:2][C:1](=[O:8])[O:3][C:4]([CH3:7])([CH3:6])[CH3:5])[S:16]([C:10]1[CH:15]=[CH:14][CH:13]=[CH:12][CH:11]=1)(=[O:18])=[O:17]. The catalyst class is: 24. (6) Reactant: [C:1]([CH2:3][NH:4][C:5](=[O:35])[C@@H:6]([O:11][C@@H:12]([C:19]1[CH:24]=[CH:23][C:22]([CH:25]2[CH2:30][CH2:29][CH2:28][N:27]([CH2:31][CH2:32][O:33][CH3:34])[CH2:26]2)=[CH:21][CH:20]=1)[C:13]1[CH:18]=[CH:17][CH:16]=[CH:15][CH:14]=1)[CH2:7][CH:8]([CH3:10])[CH3:9])#[N:2].ClC1C=C(C=CC=1)C(OO)=[O:41].C([O-])(O)=O.[Na+]. Product: [C:1]([CH2:3][NH:4][C:5](=[O:35])[C@@H:6]([O:11][C@@H:12]([C:19]1[CH:24]=[CH:23][C:22]([CH:25]2[CH2:30][CH2:29][CH2:28][N+:27]([CH2:31][CH2:32][O:33][CH3:34])([O-:41])[CH2:26]2)=[CH:21][CH:20]=1)[C:13]1[CH:18]=[CH:17][CH:16]=[CH:15][CH:14]=1)[CH2:7][CH:8]([CH3:10])[CH3:9])#[N:2]. The catalyst class is: 4.